This data is from Forward reaction prediction with 1.9M reactions from USPTO patents (1976-2016). The task is: Predict the product of the given reaction. The product is: [NH2:47][C:11]1[CH:12]=[C:13]([C@@H:15]2[C@@:26]3([C:34]4[C:29](=[CH:30][C:31]([Cl:35])=[CH:32][CH:33]=4)[NH:28][C:27]3=[O:36])[C:18]3([CH2:23][CH2:22][C:21]([CH3:24])([CH3:25])[CH2:20][CH2:19]3)[NH:17][C@H:16]2[C:37]([NH:38][C@H:39]2[CH2:44][CH2:43][C@H:42]([OH:45])[CH2:41][CH2:40]2)=[O:46])[CH:14]=[C:9]([Cl:8])[CH:10]=1. Given the reactants Cl.O1CCOCC1.[Cl:8][C:9]1[CH:10]=[C:11]([NH:47]C(=O)OC(C)(C)C)[CH:12]=[C:13]([C@@H:15]2[C@@:26]3([C:34]4[C:29](=[CH:30][C:31]([Cl:35])=[CH:32][CH:33]=4)[NH:28][C:27]3=[O:36])[C:18]3([CH2:23][CH2:22][C:21]([CH3:25])([CH3:24])[CH2:20][CH2:19]3)[NH:17][C@H:16]2[C:37](=[O:46])[NH:38][C@H:39]2[CH2:44][CH2:43][C@H:42]([OH:45])[CH2:41][CH2:40]2)[CH:14]=1.C(=O)(O)[O-].[Na+], predict the reaction product.